Regression. Given two drug SMILES strings and cell line genomic features, predict the synergy score measuring deviation from expected non-interaction effect. From a dataset of NCI-60 drug combinations with 297,098 pairs across 59 cell lines. (1) Drug 1: C1=CC(=CC=C1CCC2=CNC3=C2C(=O)NC(=N3)N)C(=O)NC(CCC(=O)O)C(=O)O. Drug 2: CCN(CC)CCNC(=O)C1=C(NC(=C1C)C=C2C3=C(C=CC(=C3)F)NC2=O)C. Cell line: SW-620. Synergy scores: CSS=34.7, Synergy_ZIP=2.14, Synergy_Bliss=1.90, Synergy_Loewe=-9.14, Synergy_HSA=1.01. (2) Drug 1: CN1C(=O)N2C=NC(=C2N=N1)C(=O)N. Drug 2: C1CN(P(=O)(OC1)NCCCl)CCCl. Cell line: TK-10. Synergy scores: CSS=2.63, Synergy_ZIP=-1.51, Synergy_Bliss=-0.449, Synergy_Loewe=0.949, Synergy_HSA=-0.452.